Task: Predict the reactants needed to synthesize the given product.. Dataset: Full USPTO retrosynthesis dataset with 1.9M reactions from patents (1976-2016) Given the product [CH2:27]([Cl:29])[Cl:28].[CH3:13][OH:14].[NH4+:1].[OH-:18].[N:1]1[C:10]2[CH2:9][CH2:8][CH2:7][C@@H:6]([NH:11][C:15](=[O:16])[CH3:17])[C:5]=2[CH:4]=[CH:3][CH:2]=1, predict the reactants needed to synthesize it. The reactants are: [N:1]1[C:10]2[CH2:9][CH2:8][CH2:7][CH:6]([NH2:11])[C:5]=2[CH:4]=[CH:3][CH:2]=1.C[CH2:13][O:14][C:15]([CH3:17])=[O:16].[O:18](C(C)C)C(C)C.CO.[CH2:27]([Cl:29])[Cl:28].